Predict the reactants needed to synthesize the given product. From a dataset of Full USPTO retrosynthesis dataset with 1.9M reactions from patents (1976-2016). (1) Given the product [Cl:23][C:24]1[CH:25]=[C:26]([CH:27]([C:13]2[CH:14]=[C:15]([CH:18]3[O:22][CH2:21][CH2:20][O:19]3)[S:16][CH:17]=2)[OH:28])[CH:29]=[CH:30][CH:31]=1, predict the reactants needed to synthesize it. The reactants are: [Li]CCCC.CCCCCC.Br[C:13]1[CH:14]=[C:15]([CH:18]2[O:22][CH2:21][CH2:20][O:19]2)[S:16][CH:17]=1.[Cl:23][C:24]1[CH:25]=[C:26]([CH:29]=[CH:30][CH:31]=1)[CH:27]=[O:28]. (2) The reactants are: [NH2:1][C@@H:2]1[C:8](=[O:9])[N:7]([CH2:10][CH2:11][O:12][CH2:13][C:14]2[CH:19]=[CH:18][CH:17]=[CH:16][CH:15]=2)[C:6]2[CH:20]=[CH:21][CH:22]=[CH:23][C:5]=2[C:4]2[CH:24]=[CH:25][CH:26]=[CH:27][C:3]1=2.[CH3:28][O:29][CH:30]([C:34]([NH:36][CH2:37][C:38]([F:44])([F:43])[C:39]([F:42])([F:41])[F:40])=[O:35])[C:31](O)=[O:32]. Given the product [CH2:13]([O:12][CH2:11][CH2:10][N:7]1[C:8](=[O:9])[C@@H:2]([NH:1][C:31](=[O:32])[CH:30]([O:29][CH3:28])[C:34]([NH:36][CH2:37][C:38]([F:43])([F:44])[C:39]([F:40])([F:42])[F:41])=[O:35])[C:3]2[CH:27]=[CH:26][CH:25]=[CH:24][C:4]=2[C:5]2[CH:23]=[CH:22][CH:21]=[CH:20][C:6]1=2)[C:14]1[CH:19]=[CH:18][CH:17]=[CH:16][CH:15]=1, predict the reactants needed to synthesize it. (3) Given the product [CH3:1][N:2]([CH3:21])[S:3]([C:6]1[S:7][C:8]([C:11]2[CH:16]=[CH:15][N:14]=[C:13]([NH:22][C:23]3[CH:28]=[CH:27][CH:26]=[C:25]([CH:29]([OH:31])[CH3:30])[CH:24]=3)[N:12]=2)=[CH:9][CH:10]=1)(=[O:5])=[O:4], predict the reactants needed to synthesize it. The reactants are: [CH3:1][N:2]([CH3:21])[S:3]([C:6]1[S:7][C:8]([C:11]2[CH:16]=[CH:15][N:14]=[C:13](S(C)(=O)=O)[N:12]=2)=[CH:9][CH:10]=1)(=[O:5])=[O:4].[NH2:22][C:23]1[CH:24]=[C:25]([CH:29]([OH:31])[CH3:30])[CH:26]=[CH:27][CH:28]=1.FC(F)(F)C(O)=O. (4) Given the product [CH2:44]([NH:18][C:16](=[O:17])[CH2:15][N:13]1[CH2:14][CH:8]([CH2:1][C:2]2[CH:7]=[CH:6][CH:5]=[CH:4][CH:3]=2)[C:9](=[O:36])[N:10]([S:26]([C:29]2[CH:34]=[CH:33][C:32]([Cl:35])=[CH:31][CH:30]=2)(=[O:28])=[O:27])[CH2:11][C:12]1=[O:25])[C:45]1[CH:50]=[CH:49][CH:48]=[CH:47][CH:46]=1, predict the reactants needed to synthesize it. The reactants are: [CH2:1]([CH:8]1[CH2:14][N:13]([CH2:15][C:16]([NH:18]C2C=CC=CC=2)=[O:17])[C:12](=[O:25])[CH2:11][N:10]([S:26]([C:29]2[CH:34]=[CH:33][C:32]([Cl:35])=[CH:31][CH:30]=2)(=[O:28])=[O:27])[C:9]1=[O:36])[C:2]1[CH:7]=[CH:6][CH:5]=[CH:4][CH:3]=1.NC1C=CC=CC=1.[CH2:44](N)[C:45]1[CH:50]=[CH:49][CH:48]=[CH:47][CH:46]=1. (5) Given the product [CH2:25]([N:9]1[C:8]2[CH:18]=[C:4]([N+:1]([O-:3])=[O:2])[CH:5]=[CH:6][C:7]=2[O:12][CH:11]([CH2:13][C:14]([O:16][CH3:17])=[O:15])[CH2:10]1)[C:26]1[CH:31]=[CH:30][CH:29]=[CH:28][CH:27]=1, predict the reactants needed to synthesize it. The reactants are: [N+:1]([C:4]1[CH:5]=[CH:6][C:7]2[O:12][CH:11]([CH2:13][C:14]([O:16][CH3:17])=[O:15])[CH2:10][NH:9][C:8]=2[CH:18]=1)([O-:3])=[O:2].C(=O)([O-])[O-].[Na+].[Na+].[CH2:25](Br)[C:26]1[CH:31]=[CH:30][CH:29]=[CH:28][CH:27]=1. (6) Given the product [CH2:3]([N:10]1[C:14]([CH2:15][OH:16])=[C:13]([Cl:17])[N:12]=[C:11]1[C:18]1[CH:19]=[CH:20][C:21]([N+:24]([O-:26])=[O:25])=[CH:22][CH:23]=1)[C:4]1[CH:9]=[CH:8][CH:7]=[CH:6][CH:5]=1, predict the reactants needed to synthesize it. The reactants are: [BH4-].[Na+].[CH2:3]([N:10]1[C:14]([CH:15]=[O:16])=[C:13]([Cl:17])[N:12]=[C:11]1[C:18]1[CH:23]=[CH:22][C:21]([N+:24]([O-:26])=[O:25])=[CH:20][CH:19]=1)[C:4]1[CH:9]=[CH:8][CH:7]=[CH:6][CH:5]=1. (7) Given the product [N:1]1([CH2:5][C@@H:6]([NH:7][C:20]2[C:21]3[CH:29]=[N:28][CH:27]=[C:26]([C:30]([NH2:32])=[O:31])[C:22]=3[N:23]=[CH:24][N:25]=2)[C:8]2[CH:13]=[CH:12][C:11]([Cl:14])=[C:10]([C:15]([F:18])([F:16])[F:17])[CH:9]=2)[CH2:4][CH2:3][CH2:2]1, predict the reactants needed to synthesize it. The reactants are: [N:1]1([CH2:5][C@H:6]([C:8]2[CH:13]=[CH:12][C:11]([Cl:14])=[C:10]([C:15]([F:18])([F:17])[F:16])[CH:9]=2)[NH2:7])[CH2:4][CH2:3][CH2:2]1.O[C:20]1[C:21]2[CH:29]=[N:28][CH:27]=[C:26]([C:30]([NH2:32])=[O:31])[C:22]=2[N:23]=[CH:24][N:25]=1. (8) The reactants are: [CH2:1]([OH:7])[CH2:2][CH:3]([OH:6])[CH2:4][CH3:5].[H-].[Na+].[Si:10](Cl)([C:13]([CH3:16])([CH3:15])[CH3:14])([CH3:12])[CH3:11]. Given the product [C:13]([Si:10]([CH3:12])([CH3:11])[O:6][CH:3]1[CH2:4][CH2:5][CH:1]([OH:7])[CH2:2]1)([CH3:16])([CH3:15])[CH3:14], predict the reactants needed to synthesize it. (9) Given the product [F:1][C:2]([F:7])([F:6])[C:3]([OH:5])=[O:4].[F:8][C:9]([F:14])([F:13])[C:10]([OH:12])=[O:11].[Cl:22][C:23]1[CH:24]=[N:25][C:26]2[NH:27][C:28]3[CH:29]=[N:30][CH:31]=[C:32]([CH:54]=3)[CH2:33][CH2:34][C:35]3[CH:43]=[C:39]([NH:40][C:41]=1[N:42]=2)[CH:38]=[CH:37][C:36]=3[NH:44][C:45](=[O:53])[CH2:46][CH:47]1[CH2:52][CH2:51][N:50]([S:64]([C:59]2[CH:60]=[CH:61][CH:62]=[CH:63][C:58]=2[O:57][C:56]([F:55])([F:68])[F:69])(=[O:66])=[O:65])[CH2:49][CH2:48]1, predict the reactants needed to synthesize it. The reactants are: [F:1][C:2]([F:7])([F:6])[C:3]([OH:5])=[O:4].[F:8][C:9]([F:14])([F:13])[C:10]([OH:12])=[O:11].FC(F)(F)C(O)=O.[Cl:22][C:23]1[CH:24]=[N:25][C:26]2[NH:27][C:28]3[CH:29]=[N:30][CH:31]=[C:32]([CH:54]=3)[CH2:33][CH2:34][C:35]3[CH:43]=[C:39]([NH:40][C:41]=1[N:42]=2)[CH:38]=[CH:37][C:36]=3[NH:44][C:45](=[O:53])[CH2:46][CH:47]1[CH2:52][CH2:51][NH:50][CH2:49][CH2:48]1.[F:55][C:56]([F:69])([F:68])[O:57][C:58]1[CH:63]=[CH:62][CH:61]=[CH:60][C:59]=1[S:64](Cl)(=[O:66])=[O:65]. (10) Given the product [N:42]1[CH:43]=[CH:44][CH:45]=[C:40]([CH2:39][NH:38][C:3]([C:5]2[N:14]3[C:8]([CH2:9][N:10]([C:19]([C:21]4[CH:26]=[CH:25][C:24]([C:27]5[C:28]([CH3:34])=[CH:29][CH:30]=[CH:31][C:32]=5[CH3:33])=[C:23]([CH3:35])[CH:22]=4)=[O:20])[C:11]4[CH:18]=[CH:17][CH:16]=[CH:15][C:12]=4[CH2:13]3)=[CH:7][CH:6]=2)=[O:4])[CH:41]=1, predict the reactants needed to synthesize it. The reactants are: ClC(Cl)(Cl)[C:3]([C:5]1[N:14]2[C:8]([CH2:9][N:10]([C:19]([C:21]3[CH:26]=[CH:25][C:24]([C:27]4[C:32]([CH3:33])=[CH:31][CH:30]=[CH:29][C:28]=4[CH3:34])=[C:23]([CH3:35])[CH:22]=3)=[O:20])[C:11]3[CH:18]=[CH:17][CH:16]=[CH:15][C:12]=3[CH2:13]2)=[CH:7][CH:6]=1)=[O:4].[NH2:38][CH2:39][C:40]1[CH:41]=[N:42][CH:43]=[CH:44][CH:45]=1.CS(C)=O.C(N(CC)CC)C.